This data is from Full USPTO retrosynthesis dataset with 1.9M reactions from patents (1976-2016). The task is: Predict the reactants needed to synthesize the given product. Given the product [CH:1]1([O:6][C:7](=[O:24])[NH:8][CH2:9][C:10]2([C:13]3[N:23]=[C:16]4[C:17]([O:21][CH3:22])=[CH:18][CH:19]=[C:20]([I:25])[N:15]4[N:14]=3)[CH2:11][CH2:12]2)[CH2:5][CH2:4][CH2:3][CH2:2]1, predict the reactants needed to synthesize it. The reactants are: [CH:1]1([O:6][C:7](=[O:24])[NH:8][CH2:9][C:10]2([C:13]3[N:23]=[C:16]4[C:17]([O:21][CH3:22])=[CH:18][CH:19]=[CH:20][N:15]4[N:14]=3)[CH2:12][CH2:11]2)[CH2:5][CH2:4][CH2:3][CH2:2]1.[I:25]N1C(=O)CCC1=O.B(F)(F)F.[O-]S([O-])(=S)=O.[Na+].[Na+].